Dataset: Experimentally validated miRNA-target interactions with 360,000+ pairs, plus equal number of negative samples. Task: Binary Classification. Given a miRNA mature sequence and a target amino acid sequence, predict their likelihood of interaction. (1) The protein sequence of the target gene is MPFANEGNDPIAARLSKCYWNLSSPFLKDVIPKKRPSKAFNRKPPTKLESEEEEYHKFERGLHISDLGPKLKETDGQPKLKFELADDYKSSKHCICMRSNTAYECERCHQYFYGRLAQICDLHPNEFFLMDFRNCPFCKAPIEMIKKSPISWETIRKIEEAELPSDGDL. Result: 0 (no interaction). The miRNA is mmu-miR-5118 with sequence AAGGUUAGGCCAGCCUGGU. (2) The miRNA is hsa-miR-6771-3p with sequence CAAACCCCUGUCUACCCGCAG. The protein sequence of the target gene is MGTAAAAAAAGEGARGPSPAAVSLGLGVAVVSSLVNGSTFVLQKKGIVRAKRRGTSYLTDIVWWAGTIAMAVGQIGNFLAYTAVPTVLVTPLGALGVPFGSILASYLLKEKLNILGKLGCLLSCAGSVVLIIHSPKSESVTTQAELEEKLTNPVFVGYLCIVLLMLLLLIFWIAPAHGPTNIMVYISICSLLGSFTVPSTKGIGLAAQDILHNNPSSQRALCLCLVLLAVLGCSIIVQFRYINKALECFDSSVFGAIYYVVFTTLVLLASAILFREWSNVGLVDFLGMACGFTTVSVGIV.... Result: 0 (no interaction). (3) The miRNA is hsa-miR-4450 with sequence UGGGGAUUUGGAGAAGUGGUGA. The protein sequence of the target gene is MEVRPKESWNHADFVHCEDTESVPGKPSVNADEEVGGPQICRVCGDKATGYHFNVMTCEGCKGFFRRAMKRNARLRCPFRKGACEITRKTRRQCQACRLRKCLESGMKKEMIMSDEAVEERRALIKRKKSERTGTQPLGVQGLTEEQRMMIRELMDAQMKTFDTTFSHFKNFRLPGVLSSGCELPESLQAPSREEAAKWSQVRKDLCSLKVSLQLRGEDGSVWNYKPPADSGGKEIFSLLPHMADMSTYMFKGIISFAKVISYFRDLPIEDQISLLKGAAFELCQLRFNTVFNAETGTWE.... Result: 0 (no interaction). (4) The miRNA is mmu-miR-425-5p with sequence AAUGACACGAUCACUCCCGUUGA. The protein sequence of the target gene is MEPPAGAAATVKDPDHDPVKTKVSAPAADPKPRTSSQKAGHSLQDWDTIATVGTGTFGRVNLVKEKTGRQYCALKIMSIPDVIRLKQEQHVQNEKAVLKEINHPFLIKLLWTGHDNRFLYMLMEFVPGGELFTYLRNRGRFSSVASVFYATEIVCAIEYLHSKEIVYRDLKPENILLDREGHIKLTDFGFAKKLVDRTWTLCGTPEYLAPEVIQSKGHGRAVDWWALGILIFEMLSGFPPFFDDNPFGIYQKILACKIDFPRQLDFTSKDLIKKLLVVDRTRRLGNMKNGAEDIKRHRWF.... Result: 1 (interaction). (5) The miRNA is hsa-miR-520f-5p with sequence CCUCUAAAGGGAAGCGCUUUCU. The protein sequence of the target gene is MAGSGCAWGAEPPRFLEAFGRLWQVQSRLGSGSSASVYRVRCCGNPGSPPGALKQFLPPGTTGAAASAAEYGFRKERAALEQLQGHRNIVTLYGVFTIHFSPNVPSRCLLLELLDVSVSELLLYSSHQGCSMWMIQHCARDVLEALAFLHHEGYVHADLKPRNILWSAENECFKLIDFGLSFKEGNQDVKYIQTDGYRAPEAELQNCLAQAGLQSDTECTSAVDLWSLGIILLEMFSGMKLKHTVRSQEWKANSSAIIDHIFASKAVVNAAIPAYHLRDLIKSMLHDDPSRRIPAEMALC.... Result: 1 (interaction). (6) The protein sequence of the target gene is MAGFGAMEKFLVEYKSAVEKKLAEYKCNTNTAIELKLVRFPEDLENDIRTFFPEYTHQLFGDDETAFGYKGLKILLYYIAGSLSTMFRVEYASKVDENFDCVEADDVEGKIRQIIPPGFCTNTNDFLSLLEKEVDFKPFGTLLHTYSVLSPTGGENFTFQIYKADMTCRGFREYHERLQTFLMWFIETASFIDVDDERWHYFLVFEKYNKDGATLFATVGYMTVYNYYVYPDKTRPRVSQMLILTPFQGQGHGAQLLETVHRYYTEFPTVLDITAEDPSKSYVKLRDFVLVKLCQDLPCF.... The miRNA is hsa-miR-27b-3p with sequence UUCACAGUGGCUAAGUUCUGC. Result: 1 (interaction). (7) The miRNA is rno-miR-122-5p with sequence UGGAGUGUGACAAUGGUGUUUG. The protein sequence of the target gene is MLLWILLLETSLCFAAGNVTGDVCKEKICSCNEIEGDLHVDCEKKGFTSLQRFTAPTSQFYHLFLHGNSLTRLFPNEFANFYNAVSLHMENNGLHEIVPGAFLGLQLVKRLHINNNKIKSFRKQTFLGLDDLEYLQADFNLLRDIDPGAFQDLNKLEVLILNDNLISTLPANVFQYVPITHLDLRGNRLKTLPYEEVLEQIPGIAEILLEDNPWDCTCDLLSLKEWLENIPKNALIGRVVCEAPTRLQGKDLNETTEQDLCPLKNRVDSSLPAPPAQEETFAPGPLPTPFKTNGQEDHAT.... Result: 0 (no interaction). (8) The miRNA is hsa-miR-548o-3p with sequence CCAAAACUGCAGUUACUUUUGC. The protein sequence of the target gene is MIRSLPTMTVLIPLVSLAGLLYSASVEEGFPEGCTSASSLCFYSLLLPVTVPVYVFFHLWTWMGLKLFRHN. Result: 0 (no interaction).